This data is from Forward reaction prediction with 1.9M reactions from USPTO patents (1976-2016). The task is: Predict the product of the given reaction. (1) Given the reactants Br[CH2:2][C:3]1[CH:12]=[CH:11][C:10]2[C:5](=[CH:6][CH:7]=[C:8]([O:13][C:14]3[C:19]([Br:20])=[CH:18][C:17]([N+:21]([O-:23])=[O:22])=[CH:16][C:15]=3[Br:24])[CH:9]=2)[N:4]=1.[NH3:25], predict the reaction product. The product is: [Br:20][C:19]1[CH:18]=[C:17]([N+:21]([O-:23])=[O:22])[CH:16]=[C:15]([Br:24])[C:14]=1[O:13][C:8]1[CH:9]=[C:10]2[C:5](=[CH:6][CH:7]=1)[N:4]=[C:3]([CH2:2][NH2:25])[CH:12]=[CH:11]2. (2) Given the reactants [CH2:1]([N:3]=[C:4]=[O:5])[CH3:2].[CH3:6][O:7][C:8]1[CH:13]=[CH:12][C:11]([C:14]2[S:18][C:17]([NH2:19])=[N:16][C:15]=2[CH3:20])=[CH:10][CH:9]=1, predict the reaction product. The product is: [CH2:1]([NH:3][C:4]([NH:19][C:17]1[S:18][C:14]([C:11]2[CH:12]=[CH:13][C:8]([O:7][CH3:6])=[CH:9][CH:10]=2)=[C:15]([CH3:20])[N:16]=1)=[O:5])[CH3:2]. (3) Given the reactants [Si]([O:8][C@@H:9]1[C@H:14]([CH2:15][P:16](=[O:21])([O:19][CH3:20])[O:17][CH3:18])[O:13][C@@H:12]([C:22]([F:25])([F:24])[F:23])[C@H:11]2[O:26]C(C)(C)[O:28][C@@H:10]12)(C(C)(C)C)(C)C.C(O)(C(F)(F)F)=O.O, predict the reaction product. The product is: [OH:8][C@H:9]1[C@H:10]([OH:28])[C@H:11]([OH:26])[C@H:12]([C:22]([F:24])([F:23])[F:25])[O:13][C@H:14]1[CH2:15][P:16](=[O:21])([O:17][CH3:18])[O:19][CH3:20]. (4) Given the reactants [O:1]=[C:2]1[CH:7]([N:8]2[C:12](=[O:13])[C:11]3=[CH:14][C:15]([N+:18]([O-])=O)=[CH:16][CH:17]=[C:10]3[C:9]2=[O:21])[CH2:6][CH2:5][C:4](=[O:22])[NH:3]1, predict the reaction product. The product is: [O:21]=[C:9]1[C:10]2[C:11](=[CH:14][C:15]([NH2:18])=[CH:16][CH:17]=2)[C:12](=[O:13])[N:8]1[CH:7]1[CH2:6][CH2:5][C:4](=[O:22])[NH:3][C:2]1=[O:1]. (5) Given the reactants [Cl:1][C:2]1[C:7]([N:8]=[C:9]2[CH2:14][CH2:13][CH2:12][CH2:11][S:10]2=[O:15])=[C:6]([O:16][CH3:17])[CH:5]=[CH:4][C:3]=1[C:18]([C:20]1[CH:21]=[N:22][N:23]([CH3:26])[C:24]=1[OH:25])=[O:19].C(=O)([O-])[O-].[K+].[K+].[CH:33]1[C:42]2[C:37](=[CH:38][CH:39]=[CH:40][CH:41]=2)[CH:36]=[CH:35][C:34]=1[CH2:43]Br.O, predict the reaction product. The product is: [Cl:1][C:2]1[C:7]([N:8]=[C:9]2[CH2:14][CH2:13][CH2:12][CH2:11][S:10]2=[O:15])=[C:6]([O:16][CH3:17])[CH:5]=[CH:4][C:3]=1[C:18]([C:20]1[CH:21]=[N:22][N:23]([CH3:26])[C:24]=1[O:25][CH2:43][C:34]1[CH:35]=[CH:36][C:37]2[C:42](=[CH:41][CH:40]=[CH:39][CH:38]=2)[CH:33]=1)=[O:19]. (6) Given the reactants [CH3:1][C:2]1([C:7]2[O:8][CH:9]=[C:10]([CH3:12])[CH:11]=2)[O:6][CH2:5][CH2:4][O:3]1.[Br:13]N1C(=O)CCC1=O.C(OOC(=O)C1C=CC=CC=1)(=O)C1C=CC=CC=1, predict the reaction product. The product is: [Br:13][CH2:12][C:10]1[CH:11]=[C:7]([C:2]2([CH3:1])[O:3][CH2:4][CH2:5][O:6]2)[O:8][CH:9]=1. (7) Given the reactants [Cl:1][C:2]1[N:7]=[C:6]([C:8]2[S:12][C:11]([CH:13]3[CH2:18][CH2:17][O:16][CH2:15][CH2:14]3)=[N:10][C:9]=2[C:19]2[C:20]([F:35])=[C:21]([NH:25][S:26]([C:29]3[CH:33]=[CH:32][N:31]([CH3:34])[CH:30]=3)(=[O:28])=[O:27])[CH:22]=[CH:23][CH:24]=2)[CH:5]=[CH:4][N:3]=1.[OH-].[NH4+:37], predict the reaction product. The product is: [ClH:1].[NH2:37][C:2]1[N:7]=[C:6]([C:8]2[S:12][C:11]([CH:13]3[CH2:18][CH2:17][O:16][CH2:15][CH2:14]3)=[N:10][C:9]=2[C:19]2[C:20]([F:35])=[C:21]([NH:25][S:26]([C:29]3[CH:33]=[CH:32][N:31]([CH3:34])[CH:30]=3)(=[O:28])=[O:27])[CH:22]=[CH:23][CH:24]=2)[CH:5]=[CH:4][N:3]=1. (8) Given the reactants [Cl-].[CH3:2][O:3][CH2:4][P+](C1C=CC=CC=1)(C1C=CC=CC=1)C1C=CC=CC=1.[Li+].CC([N-]C(C)C)C.[Br:32][C:33]1[N:38]=[C:37]([CH:39]=O)[CH:36]=[CH:35][CH:34]=1.O, predict the reaction product. The product is: [Br:32][C:33]1[CH:34]=[CH:35][CH:36]=[C:37](/[CH:39]=[CH:2]/[O:3][CH3:4])[N:38]=1. (9) Given the reactants [S:1]1[C:5]2[CH:6]=[C:7]([N:10]3[CH:14]([CH3:15])[CH:13]([CH3:16])[NH:12][C:11]3=[O:17])[CH:8]=[CH:9][C:4]=2[N:3]=[CH:2]1.I[C:19]1[CH:20]=[N:21][CH:22]=[CH:23][C:24]=1[CH3:25].CN(C)C1CCCCC1N.P([O-])([O-])([O-])=O.[K+].[K+].[K+], predict the reaction product. The product is: [S:1]1[C:5]2[CH:6]=[C:7]([N:10]3[CH:14]([CH3:15])[CH:13]([CH3:16])[N:12]([C:19]4[CH:20]=[N:21][CH:22]=[CH:23][C:24]=4[CH3:25])[C:11]3=[O:17])[CH:8]=[CH:9][C:4]=2[N:3]=[CH:2]1. (10) The product is: [CH3:32][O:31][C:28]1[CH:27]=[CH:26][C:25]([C:22]2[CH:21]=[CH:20][C:19]([C:10]3[CH:9]=[C:8]([OH:7])[N:12]([C:13]4[CH:18]=[CH:17][CH:16]=[CH:15][N:14]=4)[N:11]=3)=[CH:24][CH:23]=2)=[CH:30][CH:29]=1. Given the reactants C(=O)([O:7][C:8]1[N:12]([C:13]2[CH:18]=[CH:17][CH:16]=[CH:15][N:14]=2)[N:11]=[C:10]([C:19]2[CH:24]=[CH:23][C:22]([C:25]3[CH:30]=[CH:29][C:28]([O:31][CH3:32])=[CH:27][CH:26]=3)=[CH:21][CH:20]=2)[CH:9]=1)OC(C)(C)C.C(=O)(OC(C)(C)C)OC1N(C2C=CC=CN=2)N=C(C2C=CC(C3C=CC=CC=3)=CC=2)C=1, predict the reaction product.